This data is from Catalyst prediction with 721,799 reactions and 888 catalyst types from USPTO. The task is: Predict which catalyst facilitates the given reaction. Reactant: [CH3:1][Mg]Br.CON(C)[C:7]([C:9]1[N:10]=[C:11]([C:14]2[CH:19]=[CH:18][C:17]([CH2:20][CH2:21][O:22][Si:23]([C:36]([CH3:39])([CH3:38])[CH3:37])([C:30]3[CH:35]=[CH:34][CH:33]=[CH:32][CH:31]=3)[C:24]3[CH:29]=[CH:28][CH:27]=[CH:26][CH:25]=3)=[CH:16][N:15]=2)[S:12][CH:13]=1)=[O:8]. Product: [C:36]([Si:23]([C:30]1[CH:31]=[CH:32][CH:33]=[CH:34][CH:35]=1)([C:24]1[CH:29]=[CH:28][CH:27]=[CH:26][CH:25]=1)[O:22][CH2:21][CH2:20][C:17]1[CH:18]=[CH:19][C:14]([C:11]2[S:12][CH:13]=[C:9]([C:7](=[O:8])[CH3:1])[N:10]=2)=[N:15][CH:16]=1)([CH3:37])([CH3:38])[CH3:39]. The catalyst class is: 7.